Task: Regression. Given two drug SMILES strings and cell line genomic features, predict the synergy score measuring deviation from expected non-interaction effect.. Dataset: NCI-60 drug combinations with 297,098 pairs across 59 cell lines Drug 1: C1C(C(OC1N2C=NC3=C2NC=NCC3O)CO)O. Drug 2: C(CCl)NC(=O)N(CCCl)N=O. Cell line: OVCAR-4. Synergy scores: CSS=3.32, Synergy_ZIP=0.566, Synergy_Bliss=2.82, Synergy_Loewe=-1.48, Synergy_HSA=-0.0158.